From a dataset of Experimentally validated miRNA-target interactions with 360,000+ pairs, plus equal number of negative samples. Binary Classification. Given a miRNA mature sequence and a target amino acid sequence, predict their likelihood of interaction. (1) The miRNA is mmu-miR-26a-5p with sequence UUCAAGUAAUCCAGGAUAGGCU. The protein sequence of the target gene is MEDEERQRKLAAGKAKLARFRQRKAQYDGDIPKKQKKKRTSSSKHDSSLHTDQQSGELCSESSQRVDLAGNPDCSGPERKHGQVFSAEPESEISTTADECSSEINGCNSVMKPRKPTDPLREEEFSLDDSSSEQGAQSSQTCLQMVEKELAEKQHDIEELTQELEEMRASFGTEGLKQLQEFEAAIKQRDGIITQLTANLQQARREKDDTMVEFLELTEQSQKLQIQFQHLQANETLQNSTLSRTATDLLQAKRQIFTQQQQLQDYQKKEEDLQAQISFLQEKLRAFEMEKDRKIENLNA.... Result: 1 (interaction). (2) The miRNA is hsa-miR-3165 with sequence AGGUGGAUGCAAUGUGACCUCA. The protein sequence of the target gene is MDVLAEEFGSLTPEQLTAPIPTVEEKWRLLPAFLKVKGLVKQHIDSFNYFINVEIKKIMKANEKVTSDADPMWYLKYLNIYVGLPDVEESFNVTRPVSPHECRLRDMTYSAPITVDIEYTRGSQRIIRNALPIGRMPIMLRSSNCVLTGKTPAEFAKLNECPLDPGGYFIVKGVEKVILIQEQLSKNRIIVEADRKGAVGASVTSSTHEKKSRTNMAVKQGRFYLRHNTLSEDIPIVIIFKAMGVESDQEIVQMIGTEEHVMAAFGPSLEECQKAQIFTQMQALKYIGNKVRRQRMWGGG.... Result: 0 (no interaction).